This data is from NCI-60 drug combinations with 297,098 pairs across 59 cell lines. The task is: Regression. Given two drug SMILES strings and cell line genomic features, predict the synergy score measuring deviation from expected non-interaction effect. (1) Drug 1: C1CC(C1)(C(=O)O)C(=O)O.[NH2-].[NH2-].[Pt+2]. Drug 2: CS(=O)(=O)OCCCCOS(=O)(=O)C. Cell line: RPMI-8226. Synergy scores: CSS=22.8, Synergy_ZIP=-6.63, Synergy_Bliss=-2.72, Synergy_Loewe=1.92, Synergy_HSA=2.56. (2) Drug 1: CC(C1=C(C=CC(=C1Cl)F)Cl)OC2=C(N=CC(=C2)C3=CN(N=C3)C4CCNCC4)N. Drug 2: CNC(=O)C1=CC=CC=C1SC2=CC3=C(C=C2)C(=NN3)C=CC4=CC=CC=N4. Cell line: CCRF-CEM. Synergy scores: CSS=46.0, Synergy_ZIP=6.87, Synergy_Bliss=10.0, Synergy_Loewe=-3.19, Synergy_HSA=9.19. (3) Drug 1: C1CC(C1)(C(=O)O)C(=O)O.[NH2-].[NH2-].[Pt+2]. Drug 2: C(CN)CNCCSP(=O)(O)O. Cell line: CCRF-CEM. Synergy scores: CSS=4.03, Synergy_ZIP=2.08, Synergy_Bliss=6.93, Synergy_Loewe=-3.45, Synergy_HSA=3.43. (4) Drug 1: CC1OCC2C(O1)C(C(C(O2)OC3C4COC(=O)C4C(C5=CC6=C(C=C35)OCO6)C7=CC(=C(C(=C7)OC)O)OC)O)O. Drug 2: C1=NC2=C(N=C(N=C2N1C3C(C(C(O3)CO)O)F)Cl)N. Cell line: A498. Synergy scores: CSS=41.5, Synergy_ZIP=-4.59, Synergy_Bliss=-2.85, Synergy_Loewe=-1.28, Synergy_HSA=1.10. (5) Drug 1: C1CN1C2=NC(=NC(=N2)N3CC3)N4CC4. Drug 2: CN(CC1=CN=C2C(=N1)C(=NC(=N2)N)N)C3=CC=C(C=C3)C(=O)NC(CCC(=O)O)C(=O)O. Cell line: COLO 205. Synergy scores: CSS=46.3, Synergy_ZIP=-5.64, Synergy_Bliss=-4.97, Synergy_Loewe=-3.26, Synergy_HSA=-1.90. (6) Drug 1: CCCCCOC(=O)NC1=NC(=O)N(C=C1F)C2C(C(C(O2)C)O)O. Drug 2: C(CC(=O)O)C(=O)CN.Cl. Cell line: SNB-75. Synergy scores: CSS=3.58, Synergy_ZIP=-0.0494, Synergy_Bliss=3.42, Synergy_Loewe=0.182, Synergy_HSA=0.274.